This data is from Full USPTO retrosynthesis dataset with 1.9M reactions from patents (1976-2016). The task is: Predict the reactants needed to synthesize the given product. (1) Given the product [CH:5]1([CH2:4][S:6]([O-:9])(=[O:8])=[O:7])[CH2:3][CH2:2]1.[Na+:10], predict the reactants needed to synthesize it. The reactants are: Br[CH2:2][CH:3]1[CH2:5][CH2:4]1.[S:6]([O-:9])([O-:8])=[O:7].[Na+:10].[Na+]. (2) Given the product [Cl:3][C:4]1[CH:5]=[CH:6][C:7]([O:23][CH2:24][C:25]2[CH:30]=[CH:29][C:28]([F:31])=[CH:27][C:26]=2[F:32])=[C:8]([CH:22]=1)[CH2:9][N:10]1[C:19]2[CH:18]=[CH:17][N:16]=[C:15]([C:20]([OH:1])=[O:21])[C:14]=2[CH2:13][CH2:12][CH2:11]1, predict the reactants needed to synthesize it. The reactants are: [OH:1]O.[Cl:3][C:4]1[CH:5]=[CH:6][C:7]([O:23][CH2:24][C:25]2[CH:30]=[CH:29][C:28]([F:31])=[CH:27][C:26]=2[F:32])=[C:8]([CH:22]=1)[CH2:9][N:10]1[C:19]2[CH:18]=[CH:17][N:16]=[C:15]([CH:20]=[O:21])[C:14]=2[CH2:13][CH2:12][CH2:11]1.